Dataset: HIV replication inhibition screening data with 41,000+ compounds from the AIDS Antiviral Screen. Task: Binary Classification. Given a drug SMILES string, predict its activity (active/inactive) in a high-throughput screening assay against a specified biological target. (1) The molecule is COC(=O)Cc1c2c3n(c(=O)c1-n1[nH]c(=O)n(-c4ccc(Cl)cc4)c1=O)CCN3CCC2. The result is 0 (inactive). (2) The drug is Cc1nc2c(cc1C(=O)NN)c(=O)n(C)c(=O)n2C. The result is 0 (inactive). (3) The molecule is O=S(=O)(SC1=NCCN1)c1cccc2ccccc12. The result is 1 (active). (4) The molecule is CCN1c2ccccc2-n2c(C)nnc2-c2c(-c3ccccc3)n[nH]c21. The result is 0 (inactive). (5) The compound is CCOC(=O)C1SC(=NC(=N)N[N+](=O)[O-])N=C1C. The result is 0 (inactive). (6) The drug is CC1C=CC(O)C2(CO)CC3(CCC12)OCCO3. The result is 0 (inactive).